Predict the reactants needed to synthesize the given product. From a dataset of Full USPTO retrosynthesis dataset with 1.9M reactions from patents (1976-2016). (1) The reactants are: [CH3:1][O:2][C:3](=[O:6])[CH2:4]Br.C(N(CC)CC)C.[F:14][C:15]1[CH:20]=[CH:19][C:18]([SH:21])=[CH:17][CH:16]=1. Given the product [CH3:1][O:2][C:3](=[O:6])[CH2:4][S:21][C:18]1[CH:19]=[CH:20][C:15]([F:14])=[CH:16][CH:17]=1, predict the reactants needed to synthesize it. (2) Given the product [CH3:43][S:40]([C:37]1[CH:38]=[CH:39][C:34]([O:33][C:16]2[C:17]([CH:21]3[CH2:25][CH2:24][CH2:23][N:22]3[C:26]([O:28][C:29]([CH3:30])([CH3:32])[CH3:31])=[O:27])=[CH:18][C:19]3[NH:20][C:6]([C:3]4[CH:4]=[CH:5][NH:1][N:2]=4)=[N:13][C:14]=3[CH:15]=2)=[CH:35][CH:36]=1)(=[O:42])=[O:41], predict the reactants needed to synthesize it. The reactants are: [NH:1]1[CH:5]=[CH:4][C:3]([CH:6]=O)=[N:2]1.CN(C)C=O.[NH2:13][C:14]1[C:19]([NH2:20])=[CH:18][C:17]([CH:21]2[CH2:25][CH2:24][CH2:23][N:22]2[C:26]([O:28][C:29]([CH3:32])([CH3:31])[CH3:30])=[O:27])=[C:16]([O:33][C:34]2[CH:39]=[CH:38][C:37]([S:40]([CH3:43])(=[O:42])=[O:41])=[CH:36][CH:35]=2)[CH:15]=1. (3) Given the product [CH2:30]([N:29]([CH3:28])[C:12]1[C:13]2[CH:18]=[N:17][CH:16]=[N:15][C:14]=2[N:9]([O:8][CH2:1][C:2]2[CH:7]=[CH:6][CH:5]=[CH:4][CH:3]=2)[C:10](=[O:20])[CH:11]=1)[C:31]1[CH:36]=[CH:35][CH:34]=[CH:33][CH:32]=1, predict the reactants needed to synthesize it. The reactants are: [CH2:1]([O:8][N:9]1[C:14]2[N:15]=[CH:16][N:17]=[CH:18][C:13]=2[C:12](O)=[CH:11][C:10]1=[O:20])[C:2]1[CH:7]=[CH:6][CH:5]=[CH:4][CH:3]=1.C(N(CC)CC)C.[CH3:28][NH:29][CH2:30][C:31]1[CH:36]=[CH:35][CH:34]=[CH:33][CH:32]=1.